From a dataset of Reaction yield outcomes from USPTO patents with 853,638 reactions. Predict the reaction yield, written as a fraction of the theoretical maximum amount of product (1.0 means a 100% yield; for example, 0.34 means a 34% yield). (1) The reactants are [C:1]([O:5][C:6]([NH:8][C@H:9]([CH2:16][OH:17])[CH2:10][CH2:11][C:12]([O:14][CH3:15])=[O:13])=[O:7])([CH3:4])([CH3:3])[CH3:2].[C:18]1([CH3:28])[CH:23]=[CH:22][C:21]([S:24](Cl)(=[O:26])=[O:25])=[CH:20][CH:19]=1.C(N(CC)CC)C. The catalyst is C(Cl)Cl. The product is [C:1]([O:5][C:6]([NH:8][C@H:9]([CH2:16][O:17][S:24]([C:21]1[CH:22]=[CH:23][C:18]([CH3:28])=[CH:19][CH:20]=1)(=[O:26])=[O:25])[CH2:10][CH2:11][C:12]([O:14][CH3:15])=[O:13])=[O:7])([CH3:2])([CH3:4])[CH3:3]. The yield is 0.540. (2) The reactants are [OH-].[Na+].[C:3]([O:7][C:8]([NH:10][C@@H:11]([C@H:13]([C:16]1[O:17][CH:18]=[C:19]([C:21]([O:23]C)=[O:22])[N:20]=1)[CH2:14][CH3:15])[CH3:12])=[O:9])([CH3:6])([CH3:5])[CH3:4]. The product is [C:3]([O:7][C:8]([NH:10][C@@H:11]([C@H:13]([C:16]1[O:17][CH:18]=[C:19]([C:21]([OH:23])=[O:22])[N:20]=1)[CH2:14][CH3:15])[CH3:12])=[O:9])([CH3:5])([CH3:6])[CH3:4]. The catalyst is C1COCC1. The yield is 1.00. (3) The reactants are [CH2:1]([NH:8][CH:9]([CH3:15])[C:10]([O:12][CH2:13][CH3:14])=[O:11])[C:2]1[CH:7]=[CH:6][CH:5]=[CH:4][CH:3]=1.[CH3:16][O:17][C:18](=[O:23])[CH2:19][CH2:20][CH:21]=O.[BH-](OC(C)=O)(OC(C)=O)OC(C)=O.[Na+]. The catalyst is ClCCCl. The product is [CH2:1]([N:8]([CH:9]([CH3:15])[C:10]([O:12][CH2:13][CH3:14])=[O:11])[CH2:21][CH2:20][CH2:19][C:18]([O:17][CH3:16])=[O:23])[C:2]1[CH:7]=[CH:6][CH:5]=[CH:4][CH:3]=1. The yield is 0.950. (4) The reactants are [CH:1]1([N:5]2[C:13]3[C:8](=[CH:9][CH:10]=[CH:11][CH:12]=3)[C:7]([C:14]([OH:16])=O)=[N:6]2)[CH2:4][CH2:3][CH2:2]1.[NH2:17][C@H:18]1[CH2:23][N:22]([C:24]([O:26][C:27]([CH3:30])([CH3:29])[CH3:28])=[O:25])[C@@H:21]([CH2:31][C:32]2([OH:38])[CH2:37][CH2:36][O:35][CH2:34][CH2:33]2)[CH2:20][CH2:19]1.C(P(=O)(OCC)OCC)#N.C(N(CC)C(C)C)(C)C.C(=O)([O-])O.[Na+]. The catalyst is CN(C)C=O. The product is [CH:1]1([N:5]2[C:13]3[C:8](=[CH:9][CH:10]=[CH:11][CH:12]=3)[C:7]([C:14]([NH:17][C@H:18]3[CH2:23][N:22]([C:24]([O:26][C:27]([CH3:29])([CH3:30])[CH3:28])=[O:25])[C@@H:21]([CH2:31][C:32]4([OH:38])[CH2:33][CH2:34][O:35][CH2:36][CH2:37]4)[CH2:20][CH2:19]3)=[O:16])=[N:6]2)[CH2:2][CH2:3][CH2:4]1. The yield is 0.350.